From a dataset of Reaction yield outcomes from USPTO patents with 853,638 reactions. Predict the reaction yield, written as a fraction of the theoretical maximum amount of product (1.0 means a 100% yield; for example, 0.34 means a 34% yield). (1) The product is [Cl:33][C:8]1[N:7]([CH2:10][O:11][CH2:12][CH2:13][O:14][CH3:15])[C:6]2[CH:16]=[C:2]([Cl:1])[C:3]([S:17][C:18]3[CH:19]=[C:20]([CH3:24])[CH:21]=[CH:22][CH:23]=3)=[CH:4][C:5]=2[N:9]=1. The reactants are [Cl:1][C:2]1[C:3]([S:17][C:18]2[CH:19]=[C:20]([CH3:24])[CH:21]=[CH:22][CH:23]=2)=[CH:4][C:5]2[N:9]=[CH:8][N:7]([CH2:10][O:11][CH2:12][CH2:13][O:14][CH3:15])[C:6]=2[CH:16]=1.C([N-]C(C)C)(C)C.[Li+].[Cl:33]N1C(=O)CCC1=O.[NH4+].[Cl-]. The yield is 0.710. The catalyst is C1COCC1.CCCCCCC.C(C1C=CC=CC=1)C.C1COCC1. (2) The reactants are Cl[C:2]1[CH:7]=[CH:6][N:5]=[C:4]([C:8]2[CH:13]=[CH:12][CH:11]=[CH:10][CH:9]=2)[CH:3]=1.P([O-])([O-])([O-])=O.[K+].[K+].[K+].[CH3:22][C:23]1(C)[C:27](C)(C)OB(C(C)=C)O1. The product is [C:8]1([C:4]2[CH:3]=[C:2]([C:23]([CH3:27])=[CH2:22])[CH:7]=[CH:6][N:5]=2)[CH:13]=[CH:12][CH:11]=[CH:10][CH:9]=1. The yield is 0.900. The catalyst is C1(C)C=CC=CC=1.O.C1C=CC(/C=C/C(/C=C/C2C=CC=CC=2)=O)=CC=1.C1C=CC(/C=C/C(/C=C/C2C=CC=CC=2)=O)=CC=1.C1C=CC(/C=C/C(/C=C/C2C=CC=CC=2)=O)=CC=1.[Pd].[Pd].COC1C=CC=C(OC)C=1C1C=CC=CC=1P(C1CCCCC1)C1CCCCC1. (3) The yield is 0.150. The reactants are [NH2:1][C:2]1[N:10]=[CH:9][N:8]=[C:7]2[C:3]=1[N:4]=[CH:5][N:6]2[C@H:11]1[C@@H:15]2[O:16][C:17]([CH3:20])([CH3:19])[O:18][C@@H:14]2[C@@H:13]([CH2:21][NH:22][CH:23]2[CH2:26][CH:25]([CH2:27][CH2:28][C:29]([O:31][CH2:32][CH3:33])=[O:30])[CH2:24]2)[O:12]1.C(=O)([O-])[O-].[K+].[K+].[CH:40](I)([CH3:42])[CH3:41]. The product is [NH2:1][C:2]1[N:10]=[CH:9][N:8]=[C:7]2[C:3]=1[N:4]=[CH:5][N:6]2[C@H:11]1[C@@H:15]2[O:16][C:17]([CH3:19])([CH3:20])[O:18][C@@H:14]2[C@@H:13]([CH2:21][N:22]([CH:40]([CH3:42])[CH3:41])[CH:23]2[CH2:26][CH:25]([CH2:27][CH2:28][C:29]([O:31][CH2:32][CH3:33])=[O:30])[CH2:24]2)[O:12]1. The catalyst is C(#N)C. (4) The reactants are Br[C:2]1[CH:3]=[C:4]([C:8]2([C:18]3[CH:23]=[CH:22][N:21]=[C:20]([Cl:24])[CH:19]=3)[C:16]3[C:11](=[CH:12][CH:13]=[CH:14][CH:15]=3)[C:10]([NH2:17])=[N:9]2)[CH:5]=[CH:6][CH:7]=1.[F:25][C:26]1[C:31](B(O)O)=[CH:30][CH:29]=[CH:28][N:27]=1. No catalyst specified. The product is [Cl:24][C:20]1[CH:19]=[C:18]([C:8]2([C:4]3[CH:5]=[CH:6][CH:7]=[C:2]([C:31]4[C:26]([F:25])=[N:27][CH:28]=[CH:29][CH:30]=4)[CH:3]=3)[C:16]3[C:11](=[CH:12][CH:13]=[CH:14][CH:15]=3)[C:10]([NH2:17])=[N:9]2)[CH:23]=[CH:22][N:21]=1. The yield is 0.350. (5) The reactants are [CH2:1]([O:8][N:9]1[C:15](=[O:16])[N:14]2[CH2:17][C@H:10]1[CH2:11][CH2:12][C@H:13]2[C:18]([OH:20])=O)[C:2]1[CH:7]=[CH:6][CH:5]=[CH:4][CH:3]=1.[CH3:21][S:22]([NH:25][NH2:26])(=[O:24])=[O:23].ON1C2C=CC=CC=2N=N1.Cl.C(N=C=NCCCN(C)C)C. The catalyst is C(Cl)Cl.CN(C)C1C=CN=CC=1. The product is [CH2:1]([O:8][N:9]1[C:15](=[O:16])[N:14]2[CH2:17][C@H:10]1[CH2:11][CH2:12][C@@H:13]2[C:18]([NH:26][NH:25][S:22]([CH3:21])(=[O:24])=[O:23])=[O:20])[C:2]1[CH:3]=[CH:4][CH:5]=[CH:6][CH:7]=1. The yield is 0.420. (6) The reactants are [CH3:1][N:2]1[CH2:15][CH2:14][C:5]2[NH:6][C:7]3[CH:8]=[CH:9][C:10]([CH3:13])=[CH:11][C:12]=3[C:4]=2[CH2:3]1.[OH-].[K+].[CH2:18]([C:21]1[CH:26]=[CH:25][C:24]([CH:27]=[CH2:28])=[CH:23][N:22]=1)[CH2:19][CH3:20]. The catalyst is CN1CCCC1=O.O. The product is [CH3:1][N:2]1[CH2:15][CH2:14][C:5]2[N:6]([CH2:28][CH2:27][C:24]3[CH:23]=[N:22][C:21]([CH2:18][CH2:19][CH3:20])=[CH:26][CH:25]=3)[C:7]3[CH:8]=[CH:9][C:10]([CH3:13])=[CH:11][C:12]=3[C:4]=2[CH2:3]1. The yield is 0.0900.